From a dataset of Full USPTO retrosynthesis dataset with 1.9M reactions from patents (1976-2016). Predict the reactants needed to synthesize the given product. (1) Given the product [C:4]([CH2:3][CH2:2][CH2:1][N:5]1[C:1](=[O:11])[C:2]2=[CH:10][CH:9]=[CH:8][CH:7]=[C:3]2[C:4]1=[O:6])#[N:5], predict the reactants needed to synthesize it. The reactants are: [C:1]1(=[O:11])[NH:5][C:4](=[O:6])[C:3]2=[CH:7][CH:8]=[CH:9][CH:10]=[C:2]12.[K].O. (2) Given the product [Cl:1][C:2]1[CH:9]=[CH:8][C:5]([CH2:6][S:20]([Cl:23])(=[O:22])=[O:21])=[CH:4][CH:3]=1, predict the reactants needed to synthesize it. The reactants are: [Cl:1][C:2]1[CH:9]=[CH:8][C:5]([CH2:6]Cl)=[CH:4][CH:3]=1.ClC1C=CC(C[Mg]Br)=CC=1.[S:20](Cl)([Cl:23])(=[O:22])=[O:21]. (3) Given the product [CH:57]1([CH2:56][N:11]2[C:10]3[C:9]([C:27]([NH2:29])=[O:28])=[CH:8][C:7]([C:6]4[C:2]([CH3:1])=[N:3][O:4][C:5]=4[CH3:30])=[CH:19][C:18]=3[C:17]3[C:12]2=[CH:13][C:14]([N:20]2[CH2:24][CH2:23][CH2:22][S:21]2(=[O:25])=[O:26])=[CH:15][CH:16]=3)[CH2:59][CH2:58]1, predict the reactants needed to synthesize it. The reactants are: [CH3:1][C:2]1[C:6]([C:7]2[CH:8]=[C:9]([C:27]([NH2:29])=[O:28])[C:10]3[NH:11][C:12]4[C:17]([C:18]=3[CH:19]=2)=[CH:16][CH:15]=[C:14]([N:20]2[CH2:24][CH2:23][CH2:22][S:21]2(=[O:26])=[O:25])[CH:13]=4)=[C:5]([CH3:30])[O:4][N:3]=1.C([O-])([O-])=O.[K+].[K+].C1OCCOCCOCCOCCOCCOC1.Br[CH2:56][CH:57]1[CH2:59][CH2:58]1.